Dataset: Catalyst prediction with 721,799 reactions and 888 catalyst types from USPTO. Task: Predict which catalyst facilitates the given reaction. (1) Reactant: [N:1]1[CH:6]=[CH:5][C:4]([C:7]2[S:8][CH:9]=[C:10]([NH:12][C:13](=[O:33])[NH:14][C:15]3[N:20]=[C:19]([CH2:21][N:22]4[CH2:27][CH2:26][CH:25]([C:28]([O:30]CC)=[O:29])[CH2:24][CH2:23]4)[CH:18]=[CH:17][CH:16]=3)[N:11]=2)=[CH:3][CH:2]=1.[Li+].[OH-]. Product: [N:1]1[CH:2]=[CH:3][C:4]([C:7]2[S:8][CH:9]=[C:10]([NH:12][C:13](=[O:33])[NH:14][C:15]3[N:20]=[C:19]([CH2:21][N:22]4[CH2:23][CH2:24][CH:25]([C:28]([OH:30])=[O:29])[CH2:26][CH2:27]4)[CH:18]=[CH:17][CH:16]=3)[N:11]=2)=[CH:5][CH:6]=1. The catalyst class is: 24. (2) Reactant: [Cl:1][C:2]1[CH:3]=[C:4]([NH:9][C:10](=[O:35])[N:11]([CH2:25][CH2:26][CH2:27][N:28]2[CH2:33][CH2:32][N:31]([CH3:34])[CH2:30][CH2:29]2)[CH:12]2[CH2:21][CH2:20][C:19]3[C:14](=[CH:15][C:16]([N+:22]([O-])=O)=[CH:17][CH:18]=3)[CH2:13]2)[CH:5]=[CH:6][C:7]=1[F:8]. Product: [NH2:22][C:16]1[CH:15]=[C:14]2[C:19]([CH2:20][CH2:21][CH:12]([N:11]([CH2:25][CH2:26][CH2:27][N:28]3[CH2:29][CH2:30][N:31]([CH3:34])[CH2:32][CH2:33]3)[C:10]([NH:9][C:4]3[CH:5]=[CH:6][C:7]([F:8])=[C:2]([Cl:1])[CH:3]=3)=[O:35])[CH2:13]2)=[CH:18][CH:17]=1. The catalyst class is: 319. (3) Reactant: COP([CH2:7][C:8](=[O:16])[C:9]([F:15])([F:14])[CH2:10][CH2:11][CH2:12][CH3:13])(=O)OC.O.[OH-].[Li+].[C:20]([O:23][C@@H:24]1[C@H:28]([CH2:29][CH2:30][CH2:31][CH2:32][CH2:33][CH2:34][C:35]([O:37][CH3:38])=[O:36])[C@@H:27]([CH:39]=O)[C@H:26]([O:41][CH:42]2[CH2:47][CH2:46][CH2:45][CH2:44][O:43]2)[CH2:25]1)(=[O:22])[CH3:21]. Product: [C:20]([O:23][C@@H:24]1[C@H:28]([CH2:29][CH2:30][CH2:31][CH2:32][CH2:33][CH2:34][C:35]([O:37][CH3:38])=[O:36])[C@@H:27](/[CH:39]=[CH:7]/[C:8](=[O:16])[C:9]([F:14])([F:15])[CH2:10][CH2:11][CH2:12][CH3:13])[C@H:26]([O:41][CH:42]2[CH2:47][CH2:46][CH2:45][CH2:44][O:43]2)[CH2:25]1)(=[O:22])[CH3:21]. The catalyst class is: 7.